From a dataset of Peptide-MHC class I binding affinity with 185,985 pairs from IEDB/IMGT. Regression. Given a peptide amino acid sequence and an MHC pseudo amino acid sequence, predict their binding affinity value. This is MHC class I binding data. (1) The peptide sequence is TLMSIISTFH. The MHC is HLA-A33:01 with pseudo-sequence HLA-A33:01. The binding affinity (normalized) is 0.106. (2) The peptide sequence is SEGNATPGGY. The MHC is HLA-B40:02 with pseudo-sequence HLA-B40:02. The binding affinity (normalized) is 0. (3) The peptide sequence is ERSASGGVY. The MHC is HLA-A23:01 with pseudo-sequence HLA-A23:01. The binding affinity (normalized) is 0. (4) The peptide sequence is SVFPFDGTR. The MHC is HLA-A31:01 with pseudo-sequence HLA-A31:01. The binding affinity (normalized) is 0.706. (5) The peptide sequence is MLMFIFTGI. The MHC is HLA-B08:01 with pseudo-sequence HLA-B08:01. The binding affinity (normalized) is 0.484. (6) The peptide sequence is DEISLLLAS. The MHC is HLA-A26:01 with pseudo-sequence HLA-A26:01. The binding affinity (normalized) is 0.0847. (7) The peptide sequence is KAAFDLSHFL. The MHC is HLA-A68:02 with pseudo-sequence HLA-A68:02. The binding affinity (normalized) is 0.0665. (8) The peptide sequence is KIMDYGKYK. The MHC is HLA-A26:01 with pseudo-sequence HLA-A26:01. The binding affinity (normalized) is 0.0847. (9) The peptide sequence is VPRPCQKSL. The MHC is HLA-A11:01 with pseudo-sequence HLA-A11:01. The binding affinity (normalized) is 0.0847.